This data is from Full USPTO retrosynthesis dataset with 1.9M reactions from patents (1976-2016). The task is: Predict the reactants needed to synthesize the given product. Given the product [CH:11]1([O:16][C:17]2[C:22]([O:23][CH3:24])=[CH:21][N:20]=[C:19]([C:25](=[O:35])[CH2:26][C:27]3[C:28]([Cl:34])=[CH:29][N:30]=[CH:31][C:32]=3[Cl:33])[CH:18]=2)[CH2:12][CH2:13][CH2:14][CH2:15]1, predict the reactants needed to synthesize it. The reactants are: C(Cl)(=O)C(Cl)=O.CS(C)=O.[CH:11]1([O:16][C:17]2[C:22]([O:23][CH3:24])=[CH:21][N:20]=[C:19]([CH:25]([OH:35])[CH2:26][C:27]3[C:32]([Cl:33])=[CH:31][N:30]=[CH:29][C:28]=3[Cl:34])[CH:18]=2)[CH2:15][CH2:14][CH2:13][CH2:12]1.C(N(CC)CC)C.